This data is from Catalyst prediction with 721,799 reactions and 888 catalyst types from USPTO. The task is: Predict which catalyst facilitates the given reaction. (1) Reactant: [CH3:1][N:2]([CH2:4][C:5]1[C:13]2[O:12][N:11]=[C:10]([CH2:14][CH2:15][CH:16]3[CH2:21][CH2:20][N:19]([CH2:22][C:23]4[CH:24]=[N:25][C:26]([O:29]C)=[CH:27][CH:28]=4)[CH2:18][CH2:17]3)[C:9]=2[CH:8]=[CH:7][C:6]=1[O:31][CH2:32][CH:33]1[CH2:35][CH2:34]1)[CH3:3].Cl.C(=O)([O-])[O-].[Na+].[Na+].O. Product: [CH:33]1([CH2:32][O:31][C:6]2[CH:7]=[CH:8][C:9]3[C:10]([CH2:14][CH2:15][CH:16]4[CH2:21][CH2:20][N:19]([CH2:22][C:23]5[CH:28]=[CH:27][C:26](=[O:29])[NH:25][CH:24]=5)[CH2:18][CH2:17]4)=[N:11][O:12][C:13]=3[C:5]=2[CH2:4][N:2]([CH3:3])[CH3:1])[CH2:34][CH2:35]1. The catalyst class is: 162. (2) Reactant: [Cl:1][C:2]1[C:3]([Cl:17])=[CH:4][C:5]2[CH:6]=[C:7]3[C:14](=O)[NH:13][CH2:12][C@@H:11]([CH3:16])[N:8]3[C:9]=2[CH:10]=1. Product: [ClH:1].[Cl:1][C:2]1[C:3]([Cl:17])=[CH:4][C:5]2[CH:6]=[C:7]3[CH2:14][NH:13][CH2:12][C@@H:11]([CH3:16])[N:8]3[C:9]=2[CH:10]=1. The catalyst class is: 11. (3) Reactant: C(O[C:4](=[O:15])[C:5]1[C:10]([CH2:11]Br)=[CH:9][CH:8]=[C:7]([F:13])[C:6]=1[I:14])C.[N:16]1[C:25]2[C:20](=[CH:21][CH:22]=[CH:23][CH:24]=2)[CH:19]=[CH:18][C:17]=1[CH2:26][CH2:27][NH2:28].C([O-])([O-])=O.[K+].[K+]. Product: [F:13][C:7]1[C:6]([I:14])=[C:5]2[C:10]([CH2:11][N:28]([CH2:27][CH2:26][C:17]3[CH:18]=[CH:19][C:20]4[C:25](=[CH:24][CH:23]=[CH:22][CH:21]=4)[N:16]=3)[C:4]2=[O:15])=[CH:9][CH:8]=1. The catalyst class is: 14. (4) The catalyst class is: 5. Product: [Cl:32][C:27]1[CH:26]=[C:25]([C:19]2([C:21]([F:24])([F:23])[F:22])[O:18][N:17]=[C:16]([C:14]3[CH:13]=[CH:12][C:7]4[C:8](=[O:10])[O:4][CH2:5][C:6]=4[CH:15]=3)[CH2:20]2)[CH:30]=[C:29]([Cl:31])[CH:28]=1. Reactant: C([O:4][CH2:5][C:6]1[CH:15]=[C:14]([C:16]2[CH2:20][C:19]([C:25]3[CH:30]=[C:29]([Cl:31])[CH:28]=[C:27]([Cl:32])[CH:26]=3)([C:21]([F:24])([F:23])[F:22])[O:18][N:17]=2)[CH:13]=[CH:12][C:7]=1[C:8]([O:10]C)=O)(=O)C.C[O-].[Na+]. (5) Reactant: [N:1]1([C:7]2[CH:16]=[CH:15][CH:14]=[C:13]3[C:8]=2[C:9]([NH2:18])=[N:10][C:11]([NH2:17])=[N:12]3)[CH2:6][CH2:5][NH:4][CH2:3][CH2:2]1.CN1CCOCC1.[CH3:26][C:27]1[CH:34]=[CH:33][CH:32]=[CH:31][C:28]=1[CH2:29]Br.C(O)C(N)(CO)CO. Product: [CH3:26][C:27]1[CH:34]=[CH:33][CH:32]=[CH:31][C:28]=1[CH2:29][N:4]1[CH2:5][CH2:6][N:1]([C:7]2[CH:16]=[CH:15][CH:14]=[C:13]3[C:8]=2[C:9]([NH2:18])=[N:10][C:11]([NH2:17])=[N:12]3)[CH2:2][CH2:3]1. The catalyst class is: 9. (6) Reactant: Cl[CH2:2][C:3]1[CH:8]=[CH:7][C:6]([CH2:9][NH:10][C:11](=[O:13])[CH3:12])=[CH:5][CH:4]=1.[N:14]1[CH:19]=[CH:18][N:17]=[CH:16][C:15]=1[N:20]1[CH2:25][CH2:24][NH:23][CH2:22][CH2:21]1.C(=O)([O-])[O-].[K+].[K+].O. Product: [N:14]1[CH:19]=[CH:18][N:17]=[CH:16][C:15]=1[N:20]1[CH2:21][CH2:22][N:23]([CH2:2][C:3]2[CH:8]=[CH:7][C:6]([CH2:9][NH:10][C:11](=[O:13])[CH3:12])=[CH:5][CH:4]=2)[CH2:24][CH2:25]1. The catalyst class is: 9.